This data is from Reaction yield outcomes from USPTO patents with 853,638 reactions. The task is: Predict the reaction yield, written as a fraction of the theoretical maximum amount of product (1.0 means a 100% yield; for example, 0.34 means a 34% yield). (1) The reactants are [F:1][C:2]1[CH:7]=[CH:6][C:5]([CH2:8][NH:9][C:10]([NH:12][C:13]([S:15][CH3:16])=[NH:14])=[O:11])=[CH:4][CH:3]=1.[C:17](OCC)(OCC)(OCC)[CH3:18]. No catalyst specified. The product is [F:1][C:2]1[CH:3]=[CH:4][C:5]([CH2:8][N:9]2[C:17]([CH3:18])=[N:14][C:13]([S:15][CH3:16])=[N:12][C:10]2=[O:11])=[CH:6][CH:7]=1. The yield is 0.870. (2) The reactants are [OH:1][C:2]1[CH:14]=[C:13]2[C:5]([C:6]3[CH:7]=[CH:8][C:9]([NH:15][C:16](=[O:22])[O:17][C:18]([CH3:21])([CH3:20])[CH3:19])=[CH:10][C:11]=3[NH:12]2)=[CH:4][CH:3]=1.CC1C=CC(S(O[CH2:34][CH2:35][O:36][CH2:37][CH2:38][O:39][CH2:40][CH2:41][F:42])(=O)=O)=CC=1.C([O-])([O-])=O.[Cs+].[Cs+]. The catalyst is CN1C(=O)CCC1.CCOC(C)=O. The product is [F:42][CH2:41][CH2:40][O:39][CH2:38][CH2:37][O:36][CH2:35][CH2:34][O:1][C:2]1[CH:14]=[C:13]2[C:5]([C:6]3[CH:7]=[CH:8][C:9]([NH:15][C:16](=[O:22])[O:17][C:18]([CH3:19])([CH3:21])[CH3:20])=[CH:10][C:11]=3[NH:12]2)=[CH:4][CH:3]=1. The yield is 0.550. (3) The reactants are Cl.[N:2]1[CH:7]=[CH:6][CH:5]=[CH:4][C:3]=1[C:8]1[CH2:9][CH2:10][NH:11][CH2:12][CH:13]=1.C=O.[F:16][C:17]([F:28])([F:27])[C:18]1[CH:19]=[C:20]([CH:24]=[CH:25][CH:26]=1)[C:21]([NH2:23])=[O:22].[C:29](=O)([O-])[O-].[K+].[K+]. The catalyst is C(O)C. The product is [N:2]1[CH:7]=[CH:6][CH:5]=[CH:4][C:3]=1[C:8]1[CH2:9][CH2:10][N:11]([CH2:29][NH:23][C:21](=[O:22])[C:20]2[CH:24]=[CH:25][CH:26]=[C:18]([C:17]([F:27])([F:28])[F:16])[CH:19]=2)[CH2:12][CH:13]=1. The yield is 0.410.